Predict the reaction yield, written as a fraction of the theoretical maximum amount of product (1.0 means a 100% yield; for example, 0.34 means a 34% yield). From a dataset of Reaction yield outcomes from USPTO patents with 853,638 reactions. (1) The reactants are [Al+3].[Cl-].[Cl-].[Cl-].[N+:5]([C:8]1[CH:9]=[C:10]([CH:14]=[CH:15][CH:16]=1)[C:11](Cl)=[O:12])([O-:7])=[O:6].[NH:17]1[C:25]2[C:20](=[CH:21][CH:22]=[CH:23][CH:24]=2)[CH2:19][C:18]1=[O:26]. The catalyst is CN(C=O)C. The product is [N+:5]([C:8]1[CH:9]=[C:10]([CH:14]=[CH:15][CH:16]=1)[C:11]([C:22]1[CH:21]=[C:20]2[C:25](=[CH:24][CH:23]=1)[NH:17][C:18](=[O:26])[CH2:19]2)=[O:12])([O-:7])=[O:6]. The yield is 1.00. (2) The reactants are C(OC([NH:8][C:9]1[S:13][C:12]([C:14]2[C:19]([F:20])=[CH:18][CH:17]=[CH:16][C:15]=2[F:21])=[N:11][C:10]=1[C:22]([NH:24][C:25]1[CH:26]=[N:27][N:28]([CH3:45])[C:29]=1[N:30]1[CH2:35][C@H:34]([F:36])[CH2:33][C@@H:32]([NH:37]C(=O)OC(C)(C)C)[CH2:31]1)=[O:23])=O)(C)(C)C.N. The product is [NH2:8][C:9]1[S:13][C:12]([C:14]2[C:15]([F:21])=[CH:16][CH:17]=[CH:18][C:19]=2[F:20])=[N:11][C:10]=1[C:22]([NH:24][C:25]1[CH:26]=[N:27][N:28]([CH3:45])[C:29]=1[N:30]1[CH2:35][C@H:34]([F:36])[CH2:33][C@@H:32]([NH2:37])[CH2:31]1)=[O:23]. The catalyst is Cl.CO.CO. The yield is 0.740. (3) The reactants are [NH2:1]/[C:2](/OCC)=[CH:3]\[C:4](=O)[C:5]([F:8])([F:7])[F:6].Cl.[F:14][C:15]1[CH:20]=[CH:19][C:18]([NH:21][NH2:22])=[CH:17][CH:16]=1.C(N(CC)CC)C. No catalyst specified. The product is [F:14][C:15]1[CH:20]=[CH:19][C:18]([N:21]2[C:2]([NH2:1])=[CH:3][C:4]([C:5]([F:6])([F:7])[F:8])=[N:22]2)=[CH:17][CH:16]=1. The yield is 0.640. (4) The reactants are Cl[C:2]1[CH:3]=[CH:4][C:5]2[C:14]3[CH:13]=[C:12]4[CH2:15][CH2:16][CH2:17][C:18](=[O:19])[C:11]4=[CH:10][C:9]=3[O:8][CH2:7][C:6]=2[CH:20]=1.P([O-])([O-])([O-])=O.[K+].[K+].[K+].CC(C1C=C(C(C)C)C(C2C=CC=CC=2P(C2CCCCC2)C2CCCCC2)=C(C(C)C)C=1)C.[Si:63]([C:67]#[CH:68])([CH3:66])([CH3:65])[CH3:64]. The catalyst is CC#N.CC#N.Cl[Pd]Cl.C(#N)C. The product is [CH3:64][Si:63]([C:67]#[C:68][C:2]1[CH:3]=[CH:4][C:5]2[C:14]3[CH:13]=[C:12]4[CH2:15][CH2:16][CH2:17][C:18](=[O:19])[C:11]4=[CH:10][C:9]=3[O:8][CH2:7][C:6]=2[CH:20]=1)([CH3:66])[CH3:65]. The yield is 0.334.